The task is: Regression/Classification. Given a drug SMILES string, predict its toxicity properties. Task type varies by dataset: regression for continuous values (e.g., LD50, hERG inhibition percentage) or binary classification for toxic/non-toxic outcomes (e.g., AMES mutagenicity, cardiotoxicity, hepatotoxicity). Dataset: herg_karim.. This data is from hERG potassium channel inhibition data for cardiac toxicity prediction from Karim et al.. (1) The molecule is Nc1nc(=O)n([C@H]2C[C@H](O)[C@@H](CO)O2)cc1F. The result is 0 (non-blocker). (2) The molecule is Cc1c(N2CCC(C(C)N)C2)c(F)cc2c(=O)c(C(=O)O)cn(C3CC3)c12. The result is 0 (non-blocker). (3) The drug is CC(NC1CCCc2c1[nH]c1ccc(Br)cc21)c1ccccc1. The result is 1 (blocker). (4) The result is 0 (non-blocker). The compound is OC(c1ccc(F)c(Cl)c1)(c1ccc2c(cnn2-c2ccc(F)cc2)c1)C(F)(F)F. (5) The drug is CN1CCc2c(sc3c2c2ncnn2c(=O)n3Cc2ccc(Cl)cc2)C1. The result is 1 (blocker).